This data is from HIV replication inhibition screening data with 41,000+ compounds from the AIDS Antiviral Screen. The task is: Binary Classification. Given a drug SMILES string, predict its activity (active/inactive) in a high-throughput screening assay against a specified biological target. (1) The compound is CN(C)C12C=CC=CC3=C(c4ccccc4)C(c4ccccc4)=C(c4ccccc4)C31c1ccccc1C2. The result is 0 (inactive). (2) The drug is Cc1ccc(S(=O)(=O)NCC2CCCCC2=O)cc1. The result is 0 (inactive).